Task: Predict the product of the given reaction.. Dataset: Forward reaction prediction with 1.9M reactions from USPTO patents (1976-2016) (1) Given the reactants [NH:1]1[CH:5]=[N:4][CH:3]=[N:2]1.P(Cl)(Cl)(Cl)=O.[C:11]([NH:14][C:15]1[NH:16][C:17](=O)[C:18]2[N:24]=[C:23]([C:25]3[CH:30]=[CH:29][C:28]([F:31])=[CH:27][CH:26]=3)[CH:22]=[CH:21][C:19]=2[N:20]=1)(=[O:13])[CH3:12].C(N(CC)CC)C, predict the reaction product. The product is: [C:11]([NH:14][C:15]1[N:16]=[C:17]([C:5]2[N:4]=[CH:3][NH:2][N:1]=2)[C:18]2[N:24]=[C:23]([C:25]3[CH:30]=[CH:29][C:28]([F:31])=[CH:27][CH:26]=3)[CH:22]=[CH:21][C:19]=2[N:20]=1)(=[O:13])[CH3:12]. (2) Given the reactants [CH3:1][O:2][C:3]1[CH:4]=[C:5]2[C:9](=[CH:10][CH:11]=1)[NH:8][C:7]([CH3:12])=[C:6]2[CH2:13][C:14]([NH:16][C@@H:17]([CH2:21][CH2:22][CH2:23][CH2:24][CH2:25][C:26](=[O:28])[CH3:27])[C:18](O)=[O:19])=[O:15].[NH2:29][CH2:30][CH2:31][C:32]1[C:40]2[C:35](=[CH:36][CH:37]=[CH:38][CH:39]=2)[NH:34][CH:33]=1, predict the reaction product. The product is: [NH:34]1[C:35]2[C:40](=[CH:39][CH:38]=[CH:37][CH:36]=2)[C:32]([CH2:31][CH2:30][NH:29][C:18](=[O:19])[C@@H:17]([NH:16][C:14](=[O:15])[CH2:13][C:6]2[C:5]3[C:9](=[CH:10][CH:11]=[C:3]([O:2][CH3:1])[CH:4]=3)[NH:8][C:7]=2[CH3:12])[CH2:21][CH2:22][CH2:23][CH2:24][CH2:25][C:26](=[O:28])[CH3:27])=[CH:33]1. (3) Given the reactants [OH:1][CH2:2][CH:3]([CH:6]1[CH2:9][CH:8]([S:10]([O:13][CH2:14][CH2:15][CH2:16][CH3:17])(=[O:12])=[O:11])[CH2:7]1)[CH2:4][OH:5].[CH2:18](Br)[C:19]1[CH:24]=[CH:23][CH:22]=[CH:21][CH:20]=1.[H-].[Na+], predict the reaction product. The product is: [CH2:18]([O:1][CH2:2][CH:3]([CH:6]1[CH2:7][CH:8]([S:10]([O:13][CH2:14][CH2:15][CH2:16][CH3:17])(=[O:12])=[O:11])[CH2:9]1)[CH2:4][O:5][CH2:18][C:19]1[CH:24]=[CH:23][CH:22]=[CH:21][CH:20]=1)[C:19]1[CH:24]=[CH:23][CH:22]=[CH:21][CH:20]=1. (4) Given the reactants N#N.[CH3:3][N:4]([CH3:8])[CH2:5][CH2:6][OH:7].[H-].[Na+].[CH3:11][C:12]1[NH:13][C:14]([CH3:32])=[CH:15][C:16]=1[C:17]1[CH:22]=[CH:21][CH:20]=[C:19]([C:23]2[CH:28]=[CH:27][C:26](F)=[C:25]([CH3:30])[C:24]=2[CH3:31])[N:18]=1, predict the reaction product. The product is: [CH3:11][C:12]1[NH:13][C:14]([CH3:32])=[CH:15][C:16]=1[C:17]1[CH:22]=[CH:21][CH:20]=[C:19]([C:23]2[CH:28]=[CH:27][C:26]([O:7][CH2:6][CH2:5][N:4]([CH3:8])[CH3:3])=[C:25]([CH3:30])[C:24]=2[CH3:31])[N:18]=1. (5) Given the reactants [CH3:1][O:2][CH2:3][CH2:4][N:5]1[CH2:9][C@@H:8]([C:10]2[O:14][CH:13]=[N:12][CH:11]=2)[C@H:7](C(OCC)=O)[CH2:6]1.CC[N:22]([CH:26](C)C)C(C)C.C1(P(N=[N+]=[N-])(C2C=CC=CC=2)=[O:36])C=CC=CC=1.[CH2:46]([OH:53])[C:47]1[CH:52]=[CH:51][CH:50]=[CH:49][CH:48]=1, predict the reaction product. The product is: [CH3:1][O:2][CH2:3][CH2:4][N:5]1[CH2:9][C@@H:8]([C:10]2[O:14][CH:13]=[N:12][CH:11]=2)[C@H:7]([NH:22][C:26](=[O:36])[O:53][CH2:46][C:47]2[CH:52]=[CH:51][CH:50]=[CH:49][CH:48]=2)[CH2:6]1. (6) Given the reactants [C:1]([O:5][C:6](=[O:25])[NH:7][CH:8]1[C:16]2[C:11](=[CH:12][C:13]([C:17](=O)[NH:18][CH2:19][Si:20]([CH3:23])([CH3:22])[CH3:21])=[CH:14][CH:15]=2)[CH2:10][CH2:9]1)([CH3:4])([CH3:3])[CH3:2].COC1C=CC(P2(SP(C3C=CC(OC)=CC=3)(=S)S2)=[S:35])=CC=1, predict the reaction product. The product is: [C:1]([O:5][C:6](=[O:25])[NH:7][CH:8]1[C:16]2[C:11](=[CH:12][C:13]([C:17](=[S:35])[NH:18][CH2:19][Si:20]([CH3:23])([CH3:22])[CH3:21])=[CH:14][CH:15]=2)[CH2:10][CH2:9]1)([CH3:4])([CH3:3])[CH3:2]. (7) Given the reactants [Br:1][C:2]1[CH:7]=[CH:6][C:5]([NH:8][C:9]2[C:14]([C:15]([NH:17][NH2:18])=[O:16])=[CH:13][N:12]3[CH:19]=[CH:20][N:21]=[C:11]3[C:10]=2[Cl:22])=[C:4]([F:23])[CH:3]=1.[Cl:24][CH2:25][C:26](Cl)=[O:27], predict the reaction product. The product is: [Cl:24][CH2:25][C:26]([NH:18][NH:17][C:15]([C:14]1[C:9]([NH:8][C:5]2[CH:6]=[CH:7][C:2]([Br:1])=[CH:3][C:4]=2[F:23])=[C:10]([Cl:22])[C:11]2[N:12]([CH:19]=[CH:20][N:21]=2)[CH:13]=1)=[O:16])=[O:27]. (8) Given the reactants Br[C:2]1[S:28][C:5]2[N:6]([S:24]([CH3:27])(=[O:26])=[O:25])[N:7]=[C:8]([N:9]3[CH2:14][CH2:13][CH:12]([CH2:15][O:16][CH2:17][CH2:18][N:19]4[CH2:23][CH2:22][CH2:21][CH2:20]4)[CH2:11][CH2:10]3)[C:4]=2[C:3]=1[C:29]1[CH:34]=[CH:33][CH:32]=[CH:31][CH:30]=1.C(=O)([O-])[O-].[K+].[K+].C1(P(C2C=CC=CC=2)C2C=CC=CC=2)C=CC=CC=1, predict the reaction product. The product is: [CH3:27][S:24]([N:6]1[C:5]2[S:28][CH:2]=[C:3]([C:29]3[CH:30]=[CH:31][CH:32]=[CH:33][CH:34]=3)[C:4]=2[C:8]([N:9]2[CH2:14][CH2:13][CH:12]([CH2:15][O:16][CH2:17][CH2:18][N:19]3[CH2:20][CH2:21][CH2:22][CH2:23]3)[CH2:11][CH2:10]2)=[N:7]1)(=[O:25])=[O:26].